From a dataset of Reaction yield outcomes from USPTO patents with 853,638 reactions. Predict the reaction yield, written as a fraction of the theoretical maximum amount of product (1.0 means a 100% yield; for example, 0.34 means a 34% yield). (1) The reactants are [CH2:1]([N:5]([C:34](=[O:41])[CH2:35][C:36]([O:38]CC)=[O:37])[C:6]1[CH:11]=[CH:10][C:9]([N:12]2[CH2:17][CH2:16][CH:15]([NH:18][CH2:19][C@H:20]([OH:33])[C:21]3[CH:26]=[CH:25][C:24]([OH:27])=[C:23]([NH:28][S:29]([CH3:32])(=[O:31])=[O:30])[CH:22]=3)[CH2:14][CH2:13]2)=[CH:8][CH:7]=1)[CH2:2][CH2:3][CH3:4].[OH-].[Na+].C(O)(=O)C. The catalyst is O.C(O)C. The product is [CH2:1]([N:5]([C:34](=[O:41])[CH2:35][C:36]([OH:38])=[O:37])[C:6]1[CH:7]=[CH:8][C:9]([N:12]2[CH2:17][CH2:16][CH:15]([NH:18][CH2:19][C@H:20]([OH:33])[C:21]3[CH:26]=[CH:25][C:24]([OH:27])=[C:23]([NH:28][S:29]([CH3:32])(=[O:31])=[O:30])[CH:22]=3)[CH2:14][CH2:13]2)=[CH:10][CH:11]=1)[CH2:2][CH2:3][CH3:4]. The yield is 0.190. (2) The reactants are [NH2:1][C:2]1[N:6]([C:7]2[CH:12]=[CH:11][N:10]=[C:9](Cl)[CH:8]=2)[N:5]=[C:4]([NH:14][C:15]2[CH:20]=[CH:19][C:18]([NH:21][C:22](=[O:24])[CH3:23])=[CH:17][CH:16]=2)[N:3]=1.[CH3:25][C@H:26]1[CH2:31][NH:30][CH2:29][C@@H:28]([CH3:32])[NH:27]1.CN1[C:38](=[O:39])[CH2:37]CC1. No catalyst specified. The product is [C:38]([N:27]1[CH:28]([CH3:32])[CH2:29][N:30]([C:9]2[CH:8]=[C:7]([N:6]3[C:2]([NH2:1])=[N:3][C:4]([NH:14][C:15]4[CH:20]=[CH:19][C:18]([NH:21][C:22](=[O:24])[CH3:23])=[CH:17][CH:16]=4)=[N:5]3)[CH:12]=[CH:11][N:10]=2)[CH2:31][CH:26]1[CH3:25])(=[O:39])[CH3:37]. The yield is 0.110. (3) The reactants are [NH2:1][CH:2]([CH2:8][CH:9]=[C:10]1[CH2:15][CH2:14][O:13][CH2:12][CH2:11]1)[C:3]([O:5][CH2:6][CH3:7])=[O:4].CCN(C(C)C)C(C)C.[N+:25]([C:28]1[CH:33]=[CH:32][C:31]([S:34](Cl)(=[O:36])=[O:35])=[CH:30][CH:29]=1)([O-:27])=[O:26]. The catalyst is ClCCl. The product is [N+:25]([C:28]1[CH:29]=[CH:30][C:31]([S:34]([NH:1][CH:2]([CH2:8][CH:9]=[C:10]2[CH2:11][CH2:12][O:13][CH2:14][CH2:15]2)[C:3]([O:5][CH2:6][CH3:7])=[O:4])(=[O:36])=[O:35])=[CH:32][CH:33]=1)([O-:27])=[O:26]. The yield is 1.00. (4) The reactants are [Cl:1][C:2]1[CH:21]=[C:20]([O:22]C)[C:5]2[NH:6][C:7]([NH:12][C:13]3[CH:18]=[CH:17][CH:16]=[CH:15][C:14]=3[Cl:19])=[N:8][S:9](=O)(=O)[C:4]=2[CH:3]=1.B(Br)(Br)Br. The catalyst is C(Cl)Cl. The product is [Cl:1][C:2]1[CH:3]=[C:4]2[S:9][N:8]=[C:7]([NH:12][C:13]3[CH:18]=[CH:17][CH:16]=[CH:15][C:14]=3[Cl:19])[NH:6][C:5]2=[C:20]([OH:22])[CH:21]=1. The yield is 0.720. (5) The reactants are [F:1][C:2]1[CH:3]=[C:4]([C@H:10]2[CH2:14][CH2:13][CH2:12][N:11]2[C:15]2[CH:20]=[CH:19][N:18]3[N:21]=[CH:22][C:23]([C:24]([OH:26])=O)=[C:17]3[N:16]=2)[C:5]([O:8][CH3:9])=[N:6][CH:7]=1.CN(C(ON1N=NC2C=CC=NC1=2)=[N+](C)C)C.F[P-](F)(F)(F)(F)F.CCN(C(C)C)C(C)C.Br.[Br:61][CH2:62][CH2:63][O:64][NH2:65]. The catalyst is CN(C=O)C. The product is [Br:61][CH2:62][CH2:63][O:64][NH:65][C:24]([C:23]1[CH:22]=[N:21][N:18]2[CH:19]=[CH:20][C:15]([N:11]3[CH2:12][CH2:13][CH2:14][C@@H:10]3[C:4]3[C:5]([O:8][CH3:9])=[N:6][CH:7]=[C:2]([F:1])[CH:3]=3)=[N:16][C:17]=12)=[O:26]. The yield is 0.680.